From a dataset of Catalyst prediction with 721,799 reactions and 888 catalyst types from USPTO. Predict which catalyst facilitates the given reaction. Reactant: [CH3:1][Mg]Br.[F:4][C:5]1[CH:10]=[CH:9][C:8]([C:11]2[CH:16]=[C:15]([C:17]#N)[CH:14]=[CH:13][N:12]=2)=[CH:7][CH:6]=1.Cl.[OH-:20].[Na+]. Product: [F:4][C:5]1[CH:10]=[CH:9][C:8]([C:11]2[CH:16]=[C:15]([C:17](=[O:20])[CH3:1])[CH:14]=[CH:13][N:12]=2)=[CH:7][CH:6]=1. The catalyst class is: 757.